This data is from Forward reaction prediction with 1.9M reactions from USPTO patents (1976-2016). The task is: Predict the product of the given reaction. (1) Given the reactants [C:1]([NH:9][CH2:10][CH:11]([C:17](=[O:22])[C:18]([F:21])([F:20])[F:19])[C:12]([O:14][CH2:15][CH3:16])=[O:13])(=[O:8])[C:2]1[CH:7]=[CH:6][CH:5]=[CH:4][CH:3]=1.C(O)=O.CCN(CC)CC.O, predict the reaction product. The product is: [C:1]([NH:9][CH2:10][C@@H:11]([C@H:17]([OH:22])[C:18]([F:19])([F:20])[F:21])[C:12]([O:14][CH2:15][CH3:16])=[O:13])(=[O:8])[C:2]1[CH:3]=[CH:4][CH:5]=[CH:6][CH:7]=1. (2) Given the reactants C([Li])CCC.Br[C:7]1[CH:12]=[CH:11][CH:10]=[CH:9][N:8]=1.[CH:13]([C:15]1[CH:20]=[CH:19][C:18]([NH:21][C:22](=[O:24])[CH3:23])=[CH:17][CH:16]=1)=[O:14], predict the reaction product. The product is: [OH:14][CH:13]([C:7]1[CH:12]=[CH:11][CH:10]=[CH:9][N:8]=1)[C:15]1[CH:16]=[CH:17][C:18]([NH:21][C:22](=[O:24])[CH3:23])=[CH:19][CH:20]=1.